This data is from CYP2D6 inhibition data for predicting drug metabolism from PubChem BioAssay. The task is: Regression/Classification. Given a drug SMILES string, predict its absorption, distribution, metabolism, or excretion properties. Task type varies by dataset: regression for continuous measurements (e.g., permeability, clearance, half-life) or binary classification for categorical outcomes (e.g., BBB penetration, CYP inhibition). Dataset: cyp2d6_veith. (1) The drug is O=C(O)/C(Cc1ccc([N+](=O)[O-])cc1)=N/O. The result is 0 (non-inhibitor). (2) The compound is COc1ccc(-c2nnc(-c3cccnc3)o2)cc1. The result is 0 (non-inhibitor). (3) The drug is C/C(=C\C=C/[C@@H](C)C(=O)O)[C@H]1CN[C@H](C(=O)O)[C@@H]1CC(=O)O. The result is 0 (non-inhibitor).